From a dataset of Full USPTO retrosynthesis dataset with 1.9M reactions from patents (1976-2016). Predict the reactants needed to synthesize the given product. (1) Given the product [NH2:11][C:3]1[C:2]([Cl:1])=[CH:7][C:6]([O:8][CH3:9])=[CH:5][C:4]=1[OH:10], predict the reactants needed to synthesize it. The reactants are: [Cl:1][C:2]1[C:3]([N+:11]([O-])=O)=[C:4]([OH:10])[CH:5]=[C:6]([O:8][CH3:9])[CH:7]=1.NN. (2) The reactants are: [C@H:1]12[CH2:6][C@H:5]1[CH2:4][NH:3][C@@H:2]2[CH2:7][NH:8][C:9]([C:11]1[N:18]2[C:14]([S:15][CH:16]=[CH:17]2)=[N:13][C:12]=1[CH3:19])=[O:10].[CH2:20]([C:22]1[CH:27]=[CH:26][C:25]([C:28]2[S:32][C:31]([CH3:33])=[N:30][C:29]=2[C:34](O)=[O:35])=[CH:24][CH:23]=1)[CH3:21]. Given the product [CH2:20]([C:22]1[CH:23]=[CH:24][C:25]([C:28]2[S:32][C:31]([CH3:33])=[N:30][C:29]=2[C:34]([N:3]2[CH2:4][C@H:5]3[C@H:1]([CH2:6]3)[C@H:2]2[CH2:7][NH:8][C:9]([C:11]2[N:18]3[C:14]([S:15][CH:16]=[CH:17]3)=[N:13][C:12]=2[CH3:19])=[O:10])=[O:35])=[CH:26][CH:27]=1)[CH3:21], predict the reactants needed to synthesize it.